This data is from Catalyst prediction with 721,799 reactions and 888 catalyst types from USPTO. The task is: Predict which catalyst facilitates the given reaction. (1) Reactant: Br[C:2](Br)=[CH:3][C:4]1[C:5]([C:10]2[CH:15]=[CH:14][CH:13]=[CH:12][CH:11]=2)=[N:6][O:7][C:8]=1[CH3:9].C([Mg]Cl)(C)C.[Cl-].[NH4+]. Product: [C:3]([C:4]1[C:5]([C:10]2[CH:15]=[CH:14][CH:13]=[CH:12][CH:11]=2)=[N:6][O:7][C:8]=1[CH3:9])#[CH:2]. The catalyst class is: 1. (2) Reactant: [CH2:1]([O:4][C:5]([NH:7][C:8]1([C:11]2[CH:23]=[CH:22][C:14]([C:15]([O:17]C(C)(C)C)=[O:16])=[CH:13][CH:12]=2)[CH2:10][CH2:9]1)=[O:6])[CH:2]=[CH2:3]. Product: [CH2:1]([O:4][C:5]([NH:7][C:8]1([C:11]2[CH:12]=[CH:13][C:14]([C:15]([OH:17])=[O:16])=[CH:22][CH:23]=2)[CH2:10][CH2:9]1)=[O:6])[CH:2]=[CH2:3]. The catalyst class is: 10. (3) Product: [Br:1][C:2]1[CH:9]=[C:6]2[CH:7]=[N:23][NH:22][C:5]2=[N:4][CH:3]=1. The catalyst class is: 378. Reactant: [Br:1][C:2]1[CH:3]=[N:4][C:5](F)=[C:6]([CH:9]=1)[CH:7]=O.CC1C=CC(S(O)(=O)=O)=CC=1.[NH2:22][NH2:23]. (4) Reactant: Cl.C([O:4][C:5](=[O:9])[CH2:6][CH2:7][NH2:8])C.CC[N:12]([CH2:15][CH3:16])CC.[CH:17](=O)[CH3:18].[Si](C#N)(C)(C)[CH3:21]. Product: [CH2:17]([CH:6]([CH2:7][NH:8][CH:16]([C:15]#[N:12])[CH3:21])[C:5]([OH:4])=[O:9])[CH3:18]. The catalyst class is: 2. (5) Reactant: [NH2:1][C:2]1[C:7](Br)=[CH:6][C:5]([CH3:9])=[CH:4][N:3]=1.CN1CCCC1=O.CCO[C:20]([S-:22])=[S:21].[K+]. Product: [CH3:9][C:5]1[CH:6]=[C:7]2[S:21][C:20]([SH:22])=[N:1][C:2]2=[N:3][CH:4]=1. The catalyst class is: 15.